Dataset: Reaction yield outcomes from USPTO patents with 853,638 reactions. Task: Predict the reaction yield, written as a fraction of the theoretical maximum amount of product (1.0 means a 100% yield; for example, 0.34 means a 34% yield). (1) The yield is 0.300. The product is [C:36]([C:40]1[CH:45]=[CH:44][C:43]([CH2:46][O:34][C:31]2[CH:32]=[CH:33][C:28]([C@@H:22]([C:23]3[CH:27]=[CH:26][O:25][N:24]=3)[CH2:21][C:20]([N:15]3[C@@H:14]([CH2:7][C:8]4[CH:13]=[CH:12][CH:11]=[CH:10][CH:9]=4)[CH2:18][O:17][C:16]3=[O:19])=[O:35])=[CH:29][CH:30]=2)=[CH:42][C:41]=1[CH:48]([CH3:50])[CH3:49])([CH3:39])([CH3:38])[CH3:37]. The catalyst is CN(C=O)C. The reactants are C(=O)([O-])[O-].[Cs+].[Cs+].[CH2:7]([C@H:14]1[CH2:18][O:17][C:16](=[O:19])[N:15]1[C:20](=[O:35])[CH2:21][C@@H:22]([C:28]1[CH:33]=[CH:32][C:31]([OH:34])=[CH:30][CH:29]=1)[C:23]1[CH:27]=[CH:26][O:25][N:24]=1)[C:8]1[CH:13]=[CH:12][CH:11]=[CH:10][CH:9]=1.[C:36]([C:40]1[CH:45]=[CH:44][C:43]([CH2:46]Cl)=[CH:42][C:41]=1[CH:48]([CH3:50])[CH3:49])([CH3:39])([CH3:38])[CH3:37].O. (2) The reactants are [CH3:1][N:2]1[C:6]([CH3:7])=[C:5]([C:8]([NH:10][C:11]2[CH:26]=[CH:25][C:14]([O:15][C:16]3[CH:21]=[CH:20][N:19]=[C:18](C(N)=O)[CH:17]=3)=[C:13]([F:27])[CH:12]=2)=[O:9])[C:4](=[O:28])[N:3]1[C:29]1[CH:34]=[CH:33][CH:32]=[CH:31][CH:30]=1.C(OI(C1C=CC=CC=1)OC(=O)C)(=O)C.CC#[N:52].O. The catalyst is CCOC(C)=O.C([O-])(O)=O.[Na+]. The product is [NH2:52][C:18]1[CH:17]=[C:16]([O:15][C:14]2[CH:25]=[CH:26][C:11]([NH:10][C:8]([C:5]3[C:4](=[O:28])[N:3]([C:29]4[CH:30]=[CH:31][CH:32]=[CH:33][CH:34]=4)[N:2]([CH3:1])[C:6]=3[CH3:7])=[O:9])=[CH:12][C:13]=2[F:27])[CH:21]=[CH:20][N:19]=1. The yield is 0.560. (3) The reactants are [NH2:1][C:2]1[N:3]([CH3:30])[C:4](=[O:29])[C:5]2([N:28]=1)[CH:18]1[CH:13]([CH2:14][CH:15]([O:19][Si:20]([C:23]([CH3:26])([CH3:25])[CH3:24])([CH3:22])[CH3:21])[CH2:16][CH2:17]1)[O:12][C:11]1[C:6]2=[CH:7][C:8](Br)=[CH:9][CH:10]=1.[F:31][C:32]1[C:37](B(O)O)=[CH:36][CH:35]=[CH:34][N:33]=1.C([O-])([O-])=O.[Na+].[Na+].O1CCOCC1. The catalyst is C1C=CC([P]([Pd]([P](C2C=CC=CC=2)(C2C=CC=CC=2)C2C=CC=CC=2)([P](C2C=CC=CC=2)(C2C=CC=CC=2)C2C=CC=CC=2)[P](C2C=CC=CC=2)(C2C=CC=CC=2)C2C=CC=CC=2)(C2C=CC=CC=2)C2C=CC=CC=2)=CC=1. The product is [NH2:1][C:2]1[N:3]([CH3:30])[C:4](=[O:29])[C:5]2([N:28]=1)[CH:18]1[CH:13]([CH2:14][CH:15]([O:19][Si:20]([C:23]([CH3:26])([CH3:25])[CH3:24])([CH3:22])[CH3:21])[CH2:16][CH2:17]1)[O:12][C:11]1[C:6]2=[CH:7][C:8]([C:37]2[C:32]([F:31])=[N:33][CH:34]=[CH:35][CH:36]=2)=[CH:9][CH:10]=1. The yield is 0.230. (4) The reactants are CS(C)=O.[Br:5][C:6]1[CH:7]=[C:8]([C:12]#[C:13][C:14]2[CH:15]=[C:16]([CH:19]=[O:20])[NH:17][CH:18]=2)[CH:9]=[CH:10][CH:11]=1.C(OCC)(=[O:23])C.[OH2:27]. The catalyst is [Pd](Cl)Cl. The product is [Br:5][C:6]1[CH:7]=[C:8]([C:12](=[O:23])[C:13]([C:14]2[CH:15]=[C:16]([CH:19]=[O:20])[NH:17][CH:18]=2)=[O:27])[CH:9]=[CH:10][CH:11]=1. The yield is 0.720. (5) The reactants are Cl.[CH2:2]1[C:14]2[C:13]3[CH:12]=[CH:11][CH:10]=[CH:9][C:8]=3[NH:7][C:6]=2[CH2:5][CH2:4][NH:3]1.C(N(CC)CC)C.[C:22](O[C:22]([O:24][C:25]([CH3:28])([CH3:27])[CH3:26])=[O:23])([O:24][C:25]([CH3:28])([CH3:27])[CH3:26])=[O:23]. The catalyst is ClCCl. The product is [C:22]([N:3]1[CH2:4][CH2:5][C:6]2[NH:7][C:8]3[CH:9]=[CH:10][CH:11]=[CH:12][C:13]=3[C:14]=2[CH2:2]1)([O:24][C:25]([CH3:28])([CH3:27])[CH3:26])=[O:23]. The yield is 0.890. (6) The product is [OH:26][C@@H:25]([CH2:27][N:28]1[CH2:32][CH2:31][CH2:30][CH2:29]1)[CH2:24][O:23][C:17]1[CH:16]=[C:15]2[C:20]([C:11]([O:10][C:6]3[CH:5]=[C:4]4[C:9](=[CH:8][CH:7]=3)[NH:1][CH:2]=[CH:3]4)=[N:12][CH:13]=[N:14]2)=[CH:19][C:18]=1[O:21][CH3:22]. The yield is 0.920. The catalyst is CN(C=O)C. The reactants are [NH:1]1[C:9]2[C:4](=[CH:5][C:6]([O:10][C:11]3[C:20]4[C:15](=[CH:16][C:17]([O:23][CH2:24][C@@H:25]5[CH2:27][O:26]5)=[C:18]([O:21][CH3:22])[CH:19]=4)[N:14]=[CH:13][N:12]=3)=[CH:7][CH:8]=2)[CH:3]=[CH:2]1.[NH:28]1[CH2:32][CH2:31][CH2:30][CH2:29]1. (7) No catalyst specified. The yield is 0.440. The reactants are Br[C:2]1[CH:7]=[CH:6][C:5]([CH2:8][O:9][Si:10]([C:13]([CH3:16])([CH3:15])[CH3:14])([CH3:12])[CH3:11])=[CH:4][N:3]=1.[Li][CH2:18]CCC.[CH2:22]1[CH2:26][O:25][CH2:24][CH2:23]1. The product is [Si:10]([O:9][CH2:8][C:5]1[CH:6]=[CH:7][C:2]([C:26](=[O:25])[CH2:22][CH:23]([CH3:18])[CH3:24])=[N:3][CH:4]=1)([C:13]([CH3:16])([CH3:15])[CH3:14])([CH3:12])[CH3:11].